This data is from Full USPTO retrosynthesis dataset with 1.9M reactions from patents (1976-2016). The task is: Predict the reactants needed to synthesize the given product. (1) Given the product [CH:1]1([N:7]2[C:12]([OH:13])=[C:11]([C:14]([NH:16][CH2:17][C:18]([OH:20])=[O:19])=[O:15])[C:10](=[O:23])[N:9]([CH2:37][C:36]3[CH:35]=[CH:34][C:33]([C:32]([F:31])([F:41])[F:42])=[CH:40][CH:39]=3)[C:8]2=[O:24])[CH2:6][CH2:5][CH2:4][CH2:3][CH2:2]1, predict the reactants needed to synthesize it. The reactants are: [CH:1]1([N:7]2[C:12]([OH:13])=[C:11]([C:14]([NH:16][CH2:17][C:18]([O:20]CC)=[O:19])=[O:15])[C:10](=[O:23])[NH:9][C:8]2=[O:24])[CH2:6][CH2:5][CH2:4][CH2:3][CH2:2]1.C(=O)([O-])[O-].[K+].[K+].[F:31][C:32]([F:42])([F:41])[C:33]1[CH:40]=[CH:39][C:36]([CH2:37]Br)=[CH:35][CH:34]=1.Cl. (2) The reactants are: [Cl:1][C:2]1[C:7]([O:8][CH3:9])=[CH:6][C:5]([C:10]2[C:14]([Cl:15])=[C:13]([C:16]([O:18]C)=[O:17])[S:12][N:11]=2)=[C:4]([F:20])[CH:3]=1.[OH-].[Na+]. Given the product [Cl:1][C:2]1[C:7]([O:8][CH3:9])=[CH:6][C:5]([C:10]2[C:14]([Cl:15])=[C:13]([C:16]([OH:18])=[O:17])[S:12][N:11]=2)=[C:4]([F:20])[CH:3]=1, predict the reactants needed to synthesize it. (3) Given the product [CH3:9][O:8][C:6](=[O:7])[NH:26][C@@H:23]1[CH2:24][CH2:25][N:20]([C:17]2[CH:16]=[C:13]([C:14]#[N:15])[CH:12]=[C:11]([NH2:10])[C:18]=2[Cl:19])[CH2:21][C@H:22]1[O:27][CH3:28], predict the reactants needed to synthesize it. The reactants are: [C:6](O[C:6]([O:8][CH3:9])=[O:7])([O:8][CH3:9])=[O:7].[NH2:10][C:11]1[CH:12]=[C:13]([CH:16]=[C:17]([N:20]2[CH2:25][CH2:24][C@@H:23]([NH2:26])[C@H:22]([O:27][CH3:28])[CH2:21]2)[C:18]=1[Cl:19])[C:14]#[N:15].C(N(CC)CC)C. (4) Given the product [C:1]([O:5][C:6]([N:8]1[CH2:9][CH2:10][CH:11]([C:14](=[O:16])[NH:24][C:23]2[CH:25]=[CH:26][CH:27]=[CH:28][C:22]=2[Br:21])[CH2:12][CH2:13]1)=[O:7])([CH3:2])([CH3:3])[CH3:4], predict the reactants needed to synthesize it. The reactants are: [C:1]([O:5][C:6]([N:8]1[CH2:13][CH2:12][CH:11]([C:14]([OH:16])=O)[CH2:10][CH2:9]1)=[O:7])([CH3:4])([CH3:3])[CH3:2].S(Cl)(Cl)=O.[Br:21][C:22]1[CH:28]=[CH:27][CH:26]=[CH:25][C:23]=1[NH2:24].C(N(CC)CC)C. (5) Given the product [F:13][C:10]([F:11])([F:12])[CH:9]([OH:14])[CH2:4][CH:3]=[CH2:2], predict the reactants needed to synthesize it. The reactants are: [In].[CH2:2](Br)[CH:3]=[CH2:4].C(O[CH:9]([OH:14])[C:10]([F:13])([F:12])[F:11])C. (6) Given the product [C:33]([C:32]1[CH:35]=[CH:36][C:37]2[NH:38][C:14]([CH:11]3[CH2:12][CH2:13][N:8]([C:6]([O:5][C:1]([CH3:4])([CH3:3])[CH3:2])=[O:7])[CH2:9][CH2:10]3)=[N:29][C:30]=2[CH:31]=1)#[N:34], predict the reactants needed to synthesize it. The reactants are: [C:1]([O:5][C:6]([N:8]1[CH2:13][CH2:12][CH:11]([C:14](O)=O)[CH2:10][CH2:9]1)=[O:7])([CH3:4])([CH3:3])[CH3:2].C1N=CN(C(N2C=NC=C2)=O)C=1.[NH2:29][C:30]1[CH:31]=[C:32]([CH:35]=[CH:36][C:37]=1[NH2:38])[C:33]#[N:34].